This data is from Forward reaction prediction with 1.9M reactions from USPTO patents (1976-2016). The task is: Predict the product of the given reaction. (1) Given the reactants [NH2:1][C:2]1[CH:3]=[C:4]2[C:8](=[CH:9][CH:10]=1)[NH:7][CH:6]=[C:5]2[CH2:11][CH2:12][NH:13][C:14](=[O:16])[CH3:15].Cl[C:18]([O:20][CH2:21][CH:22]=[CH2:23])=[O:19], predict the reaction product. The product is: [CH2:21]([O:20][C:18](=[O:19])[NH:1][C:2]1[CH:3]=[C:4]2[C:8](=[CH:9][CH:10]=1)[NH:7][CH:6]=[C:5]2[CH2:11][CH2:12][NH:13][C:14](=[O:16])[CH3:15])[CH:22]=[CH2:23]. (2) Given the reactants [CH:1]1[C:18]2[C:5](=[C:6]3[C:15](=[CH:16][CH:17]=2)[C:14]2[C:9](=[CH:10][CH:11]=[CH:12][CH:13]=2)[S:8](=[O:20])(=[O:19])[NH:7]3)[N:4]=[CH:3][CH:2]=1.[H-].[Na+].[CH3:23]I, predict the reaction product. The product is: [CH3:23][N:7]1[S:8](=[O:19])(=[O:20])[C:9]2[C:14](=[CH:13][CH:12]=[CH:11][CH:10]=2)[C:15]2[C:6]1=[C:5]1[C:18](=[CH:17][CH:16]=2)[CH:1]=[CH:2][CH:3]=[N:4]1.